Dataset: Retrosynthesis with 50K atom-mapped reactions and 10 reaction types from USPTO. Task: Predict the reactants needed to synthesize the given product. (1) Given the product Cc1cc(Nc2cc3ccccc3c(-c3ccc(C#N)cc3)n2)n[nH]1, predict the reactants needed to synthesize it. The reactants are: Cc1cc(Nc2cc3ccccc3c(Cl)n2)n[nH]1.N#Cc1ccc(B(O)O)cc1. (2) The reactants are: COCCN.COc1ccc2ccc(N3C(=O)c4ccccc4C3OCC(=O)O)nc2n1. Given the product COCCNC(=O)COC1c2ccccc2C(=O)N1c1ccc2ccc(OC)nc2n1, predict the reactants needed to synthesize it.